This data is from Peptide-MHC class II binding affinity with 134,281 pairs from IEDB. The task is: Regression. Given a peptide amino acid sequence and an MHC pseudo amino acid sequence, predict their binding affinity value. This is MHC class II binding data. The peptide sequence is KAIKESTGGAYDTYK. The MHC is HLA-DQA10501-DQB10201 with pseudo-sequence HLA-DQA10501-DQB10201. The binding affinity (normalized) is 0.